Dataset: NCI-60 drug combinations with 297,098 pairs across 59 cell lines. Task: Regression. Given two drug SMILES strings and cell line genomic features, predict the synergy score measuring deviation from expected non-interaction effect. (1) Drug 1: CC1=C(C(CCC1)(C)C)C=CC(=CC=CC(=CC(=O)O)C)C. Drug 2: CC1C(C(CC(O1)OC2CC(CC3=C2C(=C4C(=C3O)C(=O)C5=C(C4=O)C(=CC=C5)OC)O)(C(=O)CO)O)N)O.Cl. Cell line: UACC-257. Synergy scores: CSS=32.1, Synergy_ZIP=-3.42, Synergy_Bliss=-1.84, Synergy_Loewe=-8.51, Synergy_HSA=0.761. (2) Drug 1: CCC1=C2CN3C(=CC4=C(C3=O)COC(=O)C4(CC)O)C2=NC5=C1C=C(C=C5)O. Drug 2: CC1C(C(CC(O1)OC2CC(CC3=C2C(=C4C(=C3O)C(=O)C5=C(C4=O)C(=CC=C5)OC)O)(C(=O)CO)O)N)O.Cl. Cell line: MALME-3M. Synergy scores: CSS=46.8, Synergy_ZIP=-3.61, Synergy_Bliss=0.0148, Synergy_Loewe=2.33, Synergy_HSA=2.61. (3) Drug 1: C1CCC(CC1)NC(=O)N(CCCl)N=O. Drug 2: CC1=C(C=C(C=C1)C(=O)NC2=CC(=CC(=C2)C(F)(F)F)N3C=C(N=C3)C)NC4=NC=CC(=N4)C5=CN=CC=C5. Cell line: CCRF-CEM. Synergy scores: CSS=42.1, Synergy_ZIP=5.97, Synergy_Bliss=5.34, Synergy_Loewe=0.726, Synergy_HSA=1.35. (4) Drug 1: C1=CC=C(C=C1)NC(=O)CCCCCCC(=O)NO. Drug 2: CC12CCC3C(C1CCC2O)C(CC4=C3C=CC(=C4)O)CCCCCCCCCS(=O)CCCC(C(F)(F)F)(F)F. Cell line: NCI-H226. Synergy scores: CSS=6.59, Synergy_ZIP=-1.57, Synergy_Bliss=2.04, Synergy_Loewe=0.0735, Synergy_HSA=1.93. (5) Drug 1: C1=CC(=CC=C1CC(C(=O)O)N)N(CCCl)CCCl.Cl. Drug 2: CCCCCOC(=O)NC1=NC(=O)N(C=C1F)C2C(C(C(O2)C)O)O. Cell line: HT29. Synergy scores: CSS=6.47, Synergy_ZIP=-1.37, Synergy_Bliss=-1.15, Synergy_Loewe=-6.80, Synergy_HSA=-6.27. (6) Drug 1: C1CN1P(=S)(N2CC2)N3CC3. Drug 2: CC1C(C(CC(O1)OC2CC(CC3=C2C(=C4C(=C3O)C(=O)C5=C(C4=O)C(=CC=C5)OC)O)(C(=O)CO)O)N)O.Cl. Synergy scores: CSS=53.0, Synergy_ZIP=0.519, Synergy_Bliss=1.64, Synergy_Loewe=-4.73, Synergy_HSA=4.08. Cell line: CCRF-CEM.